This data is from Catalyst prediction with 721,799 reactions and 888 catalyst types from USPTO. The task is: Predict which catalyst facilitates the given reaction. (1) Reactant: [CH3:1][C:2]1[S:6][C:5]2[NH:7][C:8]3[CH:9]=[CH:10][CH:11]=[CH:12][C:13]=3[N:14]=[C:15]([N:16]3[CH2:21][CH2:20][N:19]([CH3:22])[CH2:18][CH2:17]3)[C:4]=2[CH:3]=1.[C:23]([O:34][CH2:35][C@@H:36]([O:44][C:45](=[O:55])[CH2:46][CH2:47][CH2:48][CH2:49][CH2:50][CH2:51][CH2:52][CH2:53][CH3:54])[CH2:37][O:38][C:39]([O:41][CH2:42][I:43])=[O:40])(=[O:33])[CH2:24][CH2:25][CH2:26][CH2:27][CH2:28][CH2:29][CH2:30][CH2:31][CH3:32]. Product: [I-:43].[C:45]([O:44][C@@H:36]([CH2:35][O:34][C:23](=[O:33])[CH2:24][CH2:25][CH2:26][CH2:27][CH2:28][CH2:29][CH2:30][CH2:31][CH3:32])[CH2:37][O:38][C:39]([O:41][CH2:42][N+:19]1([CH3:22])[CH2:20][CH2:21][N:16]([C:15]2[C:4]3[CH:3]=[C:2]([CH3:1])[S:6][C:5]=3[NH:7][C:8]3[CH:9]=[CH:10][CH:11]=[CH:12][C:13]=3[N:14]=2)[CH2:17][CH2:18]1)=[O:40])(=[O:55])[CH2:46][CH2:47][CH2:48][CH2:49][CH2:50][CH2:51][CH2:52][CH2:53][CH3:54]. The catalyst class is: 698. (2) Reactant: [N:1]1([C:11]([C:13]2[CH:17]=[C:16]([CH:18]3[CH2:23][CH2:22][NH:21][CH2:20][CH2:19]3)[S:15][CH:14]=2)=[O:12])[C@@H:10]2[C@@H:5]([CH2:6][CH2:7][CH2:8][CH2:9]2)[CH2:4][CH2:3][CH2:2]1.C[Si]([N:28]=[C:29]=[O:30])(C)C. Product: [N:1]1([C:11]([C:13]2[CH:17]=[C:16]([CH:18]3[CH2:19][CH2:20][N:21]([C:29]([NH2:28])=[O:30])[CH2:22][CH2:23]3)[S:15][CH:14]=2)=[O:12])[C@@H:10]2[C@@H:5]([CH2:6][CH2:7][CH2:8][CH2:9]2)[CH2:4][CH2:3][CH2:2]1. The catalyst class is: 2. (3) Reactant: [Cl:1][C:2]1[CH:7]=[CH:6][C:5]([CH2:8][C:9]([OH:11])=[O:10])=[CH:4][CH:3]=1. Product: [Cl:1][C:2]1[CH:3]=[CH:4][C:5]([CH2:8][C:9]([O:11][C:5]([CH3:8])([CH3:6])[CH3:4])=[O:10])=[CH:6][CH:7]=1. The catalyst class is: 2.